This data is from Full USPTO retrosynthesis dataset with 1.9M reactions from patents (1976-2016). The task is: Predict the reactants needed to synthesize the given product. (1) Given the product [CH:11]1([C:10]([OH:17])([C:18]2[CH:19]=[CH:20][CH:21]=[CH:22][CH:23]=2)[C:9]([NH:8][CH2:7][CH:6]2[CH:5]3[CH:1]2[CH2:2][N:3]([CH2:30][C:31]2[N:32]=[C:33]([NH:37][C:38](=[O:39])[O:40][C:41]([CH3:43])([CH3:42])[CH3:44])[CH:34]=[CH:35][CH:36]=2)[CH2:4]3)=[O:24])[CH2:16][CH2:15][CH2:14][CH2:13][CH2:12]1, predict the reactants needed to synthesize it. The reactants are: [CH:1]12[CH:6]([CH2:7][NH:8][C:9](=[O:24])[C:10]([CH:18]3[CH2:23][CH2:22][CH2:21][CH2:20][CH2:19]3)([OH:17])[C:11]3[CH:16]=[CH:15][CH:14]=[CH:13][CH:12]=3)[CH:5]1[CH2:4][NH:3][CH2:2]2.CS(O[CH2:30][C:31]1[CH:36]=[CH:35][CH:34]=[C:33]([NH:37][C:38]([O:40][C:41]([CH3:44])([CH3:43])[CH3:42])=[O:39])[N:32]=1)(=O)=O.C(=O)([O-])[O-].[K+].[K+]. (2) Given the product [N+:14]([C:10]1[CH:9]=[C:8]([C:6]2[CH:5]=[CH:4][N:3]=[C:2]([NH:29][CH2:28][CH2:27][C:21]3[CH:22]=[CH:23][C:24]([O:25][CH3:26])=[C:19]([O:18][CH3:17])[CH:20]=3)[N:7]=2)[CH:13]=[CH:12][CH:11]=1)([O-:16])=[O:15], predict the reactants needed to synthesize it. The reactants are: Cl[C:2]1[N:7]=[C:6]([C:8]2[CH:13]=[CH:12][CH:11]=[C:10]([N+:14]([O-:16])=[O:15])[CH:9]=2)[CH:5]=[CH:4][N:3]=1.[CH3:17][O:18][C:19]1[CH:20]=[C:21]([CH2:27][CH2:28][NH2:29])[CH:22]=[CH:23][C:24]=1[O:25][CH3:26].C(N(C(C)C)C(C)C)C. (3) Given the product [N:7]1([N:12]2[CH2:17][CH2:16][CH2:15][CH2:14][CH2:13]2)[CH2:8][CH2:9][C:10](=[O:11])[CH2:5][C:6]1=[O:18], predict the reactants needed to synthesize it. The reactants are: COC([CH:5]1[C:10](=[O:11])[CH2:9][CH2:8][N:7]([N:12]2[CH2:17][CH2:16][CH2:15][CH2:14][CH2:13]2)[C:6]1=[O:18])=O. (4) The reactants are: [OH-].[Na+].I[C:4]1[C:9]([OH:10])=[C:8]([CH2:11][CH2:12][CH2:13][CH2:14][O:15][CH3:16])[CH:7]=[C:6]([I:17])[N:5]=1.[CH3:18]I.O. Given the product [I:17][C:6]1[CH:7]=[C:8]([CH2:11][CH2:12][CH2:13][CH2:14][O:15][CH3:16])[C:9]([O:10][CH3:18])=[CH:4][N:5]=1, predict the reactants needed to synthesize it. (5) Given the product [CH3:22][O:23][C:24]1[CH:25]=[CH:26][C:27]([CH2:28][CH:29]2[CH2:33][CH2:32][N:31]([C:13]([C:9]3[CH:10]=[N:11][O:12][C:8]=3[C:5]3[CH:4]=[CH:3][C:2]([CH3:1])=[CH:7][CH:6]=3)=[O:15])[CH2:30]2)=[CH:34][CH:35]=1, predict the reactants needed to synthesize it. The reactants are: [CH3:1][C:2]1[CH:7]=[CH:6][C:5]([C:8]2[O:12][N:11]=[CH:10][C:9]=2[C:13]([OH:15])=O)=[CH:4][CH:3]=1.C(O)(=O)C(O)=O.[CH3:22][O:23][C:24]1[CH:35]=[CH:34][C:27]([CH2:28][CH:29]2[CH2:33][CH2:32][NH:31][CH2:30]2)=[CH:26][CH:25]=1.